From a dataset of Forward reaction prediction with 1.9M reactions from USPTO patents (1976-2016). Predict the product of the given reaction. (1) Given the reactants O=C1CCC(=O)N1O[C:9]([C:11]1[O:15][C:14]([C:16]2[CH:21]=[CH:20][CH:19]=[CH:18][C:17]=2[Br:22])=[N:13][C:12]=1[CH2:23][CH2:24][CH3:25])=[O:10].[CH3:26][O:27][CH2:28][CH2:29][N:30]([CH3:38])[C:31]1[N:36]=[CH:35][C:34]([NH2:37])=[CH:33][N:32]=1, predict the reaction product. The product is: [CH3:26][O:27][CH2:28][CH2:29][N:30]([CH3:38])[C:31]1[N:32]=[CH:33][C:34]([NH:37][C:9]([C:11]2[O:15][C:14]([C:16]3[CH:21]=[CH:20][CH:19]=[CH:18][C:17]=3[Br:22])=[N:13][C:12]=2[CH2:23][CH2:24][CH3:25])=[O:10])=[CH:35][N:36]=1. (2) The product is: [OH:6][C:7]1[CH:8]=[C:9]([CH:27]=[C:28]([C:31]([O:33][CH3:34])=[O:32])[C:29]=1[OH:30])[CH:10]=[C:11]1[S:15][C:14](=[O:16])[N:13]([CH2:17][C:18]2[CH:23]=[CH:22][C:21]([Cl:24])=[CH:20][C:19]=2[Cl:25])[C:12]1=[O:26]. Given the reactants B(Br)(Br)Br.C[O:6][C:7]1[CH:8]=[C:9]([CH:27]=[C:28]([C:31]([O:33][CH3:34])=[O:32])[C:29]=1[OH:30])[CH:10]=[C:11]1[S:15][C:14](=[O:16])[N:13]([CH2:17][C:18]2[CH:23]=[CH:22][C:21]([Cl:24])=[CH:20][C:19]=2[Cl:25])[C:12]1=[O:26].O, predict the reaction product. (3) The product is: [CH:1]1([CH2:6][CH2:7][CH2:8][CH2:9][CH2:10][CH2:11][OH:12])[CH2:5][CH2:4][CH2:3][CH2:2]1. Given the reactants [C:1]1(=[CH:6][CH2:7][CH2:8][CH2:9][CH2:10][CH2:11][OH:12])[CH2:5][CH2:4][CH2:3][CH2:2]1, predict the reaction product. (4) The product is: [CH3:32][NH:33][C:29]([C:10]1[N:11]([CH3:28])[C:12]([CH2:16][NH:17][S:18]([C:21]2[CH:26]=[CH:25][CH:24]=[CH:23][C:22]=2[Cl:27])(=[O:19])=[O:20])=[CH:13][C:14](=[O:15])[C:9]=1[O:8][CH2:1][C:2]1[CH:3]=[CH:4][CH:5]=[CH:6][CH:7]=1)=[O:31]. Given the reactants [CH2:1]([O:8][C:9]1[C:14](=[O:15])[CH:13]=[C:12]([CH2:16][NH:17][S:18]([C:21]2[CH:26]=[CH:25][CH:24]=[CH:23][C:22]=2[Cl:27])(=[O:20])=[O:19])[N:11]([CH3:28])[C:10]=1[C:29]([OH:31])=O)[C:2]1[CH:7]=[CH:6][CH:5]=[CH:4][CH:3]=1.[CH3:32][NH:33]C(C1N(C)C(C(S(C2C=CC=CC=2)(=O)=O)N)=CC(=O)C=1OCC1C=CC=CC=1)=O, predict the reaction product.